Dataset: Forward reaction prediction with 1.9M reactions from USPTO patents (1976-2016). Task: Predict the product of the given reaction. Given the reactants [NH2:1][C:2]1([CH2:6][C:7]([O:9][CH3:10])=[O:8])[CH2:5][CH2:4][CH2:3]1.C1COCC1.C(N(CC)C(C)C)(C)C.[CH3:25][O:26][C:27](=[O:30])[CH2:28]Br, predict the reaction product. The product is: [CH3:25][O:26][C:27](=[O:30])[CH2:28][NH:1][C:2]1([CH2:6][C:7]([O:9][CH3:10])=[O:8])[CH2:5][CH2:4][CH2:3]1.